This data is from Full USPTO retrosynthesis dataset with 1.9M reactions from patents (1976-2016). The task is: Predict the reactants needed to synthesize the given product. (1) The reactants are: [N:1]1[CH:6]=[CH:5][CH:4]=[C:3]([C:7]2[CH:8]=[C:9]([OH:13])[CH:10]=[CH:11][CH:12]=2)[CH:2]=1.[C:14](Cl)([Cl:16])=[O:15].C1(C)C=CC=CC=1.CN(C)C1C=CC=CC=1. Given the product [Cl:16][C:14]([O:13][C:9]1[CH:10]=[CH:11][CH:12]=[C:7]([C:3]2[CH:2]=[N:1][CH:6]=[CH:5][CH:4]=2)[CH:8]=1)=[O:15], predict the reactants needed to synthesize it. (2) Given the product [Si:30]([O:24][CH2:23][C@H:22]([OH:25])[CH2:21][N:9]1[C:8]([C:4]2[CH:5]=[CH:6][CH:7]=[C:2]([Cl:1])[CH:3]=2)=[C:16]2[C:11]([N:12]([CH3:20])[C:13](=[O:19])[N:14]([CH3:18])[C:15]2=[O:17])=[CH:10]1)([C:26]([CH3:29])([CH3:28])[CH3:27])([CH3:32])[CH3:31], predict the reactants needed to synthesize it. The reactants are: [Cl:1][C:2]1[CH:3]=[C:4]([C:8]2[N:9]([CH2:21][C@@H:22]([OH:25])[CH2:23][OH:24])[CH:10]=[C:11]3[C:16]=2[C:15](=[O:17])[N:14]([CH3:18])[C:13](=[O:19])[N:12]3[CH3:20])[CH:5]=[CH:6][CH:7]=1.[C:26]([Si:30](Cl)([CH3:32])[CH3:31])([CH3:29])([CH3:28])[CH3:27].N1C=CN=C1. (3) Given the product [CH2:1]([C:3]1[O:7][N:6]=[C:5]([C:8]2[CH:13]=[CH:12][CH:11]=[CH:10][CH:9]=2)[C:4]=1[C:14]1[N:15]=[CH:16][N:17]([C:20]2[CH:25]=[CH:24][C:23]([N+:26]([O-:28])=[O:27])=[CH:22][CH:21]=2)[CH:18]=1)[CH3:2], predict the reactants needed to synthesize it. The reactants are: [CH2:1]([C:3]1[O:7][N:6]=[C:5]([C:8]2[CH:13]=[CH:12][CH:11]=[CH:10][CH:9]=2)[C:4]=1[C:14]1[N:15]=[CH:16][NH:17][CH:18]=1)[CH3:2].F[C:20]1[CH:25]=[CH:24][C:23]([N+:26]([O-:28])=[O:27])=[CH:22][CH:21]=1. (4) Given the product [CH3:22][O:21][C:12]1[C:13]([N+:18]([O-:20])=[O:19])=[C:14]([O:16][CH3:17])[N:15]=[C:10]([N:2]([CH3:1])[CH:3]2[CH2:7][CH2:6][N:5]([CH3:8])[CH2:4]2)[N:11]=1, predict the reactants needed to synthesize it. The reactants are: [CH3:1][NH:2][CH:3]1[CH2:7][CH2:6][N:5]([CH3:8])[CH2:4]1.Cl[C:10]1[N:15]=[C:14]([O:16][CH3:17])[C:13]([N+:18]([O-:20])=[O:19])=[C:12]([O:21][CH3:22])[N:11]=1.CCOC(C)=O. (5) Given the product [CH2:12]([O:14][C:15](=[O:21])[CH:16]([CH2:23][C:24]1[CH:25]=[CH:26][C:27]([S:30]([CH3:33])(=[O:32])=[O:31])=[CH:28][CH:29]=1)[C:17](=[O:20])[CH2:18][CH3:19])[CH3:13], predict the reactants needed to synthesize it. The reactants are: CC(C)([O-])C.[K+].C(O)(C)(C)C.[CH2:12]([O:14][C:15](=[O:21])[CH2:16][C:17](=[O:20])[CH2:18][CH3:19])[CH3:13].Br[CH2:23][C:24]1[CH:29]=[CH:28][C:27]([S:30]([CH3:33])(=[O:32])=[O:31])=[CH:26][CH:25]=1.